Dataset: Reaction yield outcomes from USPTO patents with 853,638 reactions. Task: Predict the reaction yield, written as a fraction of the theoretical maximum amount of product (1.0 means a 100% yield; for example, 0.34 means a 34% yield). (1) The reactants are [CH2:1]([N:8](C)[CH2:9][CH2:10][N:11]([CH2:13][C:14]1[C:15]([C:20]2[CH:25]=[CH:24][C:23]([O:26][CH:27]([CH3:29])[CH3:28])=[CH:22][CH:21]=2)=[N:16][N:17]([CH3:19])[CH:18]=1)[CH3:12])C1C=CC=CC=1. The catalyst is CO.[Pd]. The product is [CH:27]([O:26][C:23]1[CH:22]=[CH:21][C:20]([C:15]2[C:14]([CH2:13][N:11]([CH3:12])[CH2:10][CH2:9][NH:8][CH3:1])=[CH:18][N:17]([CH3:19])[N:16]=2)=[CH:25][CH:24]=1)([CH3:29])[CH3:28]. The yield is 0.580. (2) The reactants are [NH2:1][C:2]1[N:7]=[C:6]([N:8]2[CH2:13][CH2:12][N:11](C(OC(C)(C)C)=O)[CH2:10][CH2:9]2)[C:5]([NH2:21])=[C:4]([SH:22])[N:3]=1.[C:23](Cl)(=O)[CH2:24][CH2:25][CH2:26][CH2:27][CH3:28]. No catalyst specified. The product is [CH2:24]([C:23]1[S:22][C:4]2[N:3]=[C:2]([NH2:1])[N:7]=[C:6]([N:8]3[CH2:9][CH2:10][NH:11][CH2:12][CH2:13]3)[C:5]=2[N:21]=1)[CH2:25][CH2:26][CH2:27][CH3:28]. The yield is 0.670. (3) The reactants are [F:1][C:2]1[CH:21]=[CH:20][C:5]([CH2:6][NH:7][C:8]([C:10]2[CH:15]=[CH:14][C:13]([S:16](Cl)(=[O:18])=[O:17])=[CH:12][CH:11]=2)=[O:9])=[CH:4][CH:3]=1.[NH:22]1[C:26]2=[N:27][CH:28]=[CH:29][CH:30]=[C:25]2[CH:24]=[CH:23]1.N1(C2C=CN=CC=2)CCCC1.C(N(CC)CC)C. The catalyst is CC#N. The product is [F:1][C:2]1[CH:21]=[CH:20][C:5]([CH2:6][NH:7][C:8](=[O:9])[C:10]2[CH:15]=[CH:14][C:13]([S:16]([N:22]3[C:26]4=[N:27][CH:28]=[CH:29][CH:30]=[C:25]4[CH:24]=[CH:23]3)(=[O:18])=[O:17])=[CH:12][CH:11]=2)=[CH:4][CH:3]=1. The yield is 0.730. (4) The reactants are [F:1][C:2]1[C:7]([F:8])=[CH:6][CH:5]=[CH:4][C:3]=1[C:9](=O)[CH2:10][F:11].[CH3:13][C:14]([S@:17]([NH2:19])=[O:18])([CH3:16])[CH3:15]. The catalyst is C1COCC1.C(O[Ti](OC(C)C)(OC(C)C)OC(C)C)(C)C. The product is [F:1][C:2]1[C:7]([F:8])=[CH:6][CH:5]=[CH:4][C:3]=1/[C:9](=[N:19]\[S@@:17]([C:14]([CH3:16])([CH3:15])[CH3:13])=[O:18])/[CH2:10][F:11]. The yield is 0.409. (5) The reactants are FC1C=C2C(C(I)=CN2S(C2C=CC=CC=2)(=O)=O)=CC=1.[F:21][C:22]1[CH:30]=[C:29]2[C:25]([C:26]([C:40]3[CH:55]=[CH:54][C:43]4[N:44]=[C:45]([CH2:47][N:48]5[CH2:53][CH2:52][NH:51][CH2:50][CH2:49]5)[O:46][C:42]=4[CH:41]=3)=[CH:27][N:28]2S(C2C=CC=CC=2)(=O)=O)=[CH:24][CH:23]=1. No catalyst specified. The product is [F:21][C:22]1[CH:30]=[C:29]2[C:25]([C:26]([C:40]3[CH:55]=[CH:54][C:43]4[N:44]=[C:45]([CH2:47][N:48]5[CH2:49][CH2:50][NH:51][CH2:52][CH2:53]5)[O:46][C:42]=4[CH:41]=3)=[CH:27][NH:28]2)=[CH:24][CH:23]=1. The yield is 0.430. (6) The reactants are [Br:1][C:2]1[N:7]=[C:6]([NH:8][C:9]2[CH:13]=[C:12]([CH:14]3[CH2:16][CH2:15]3)[NH:11][N:10]=2)[C:5]([C:17]([O:19][CH2:20][CH3:21])=[O:18])=[CH:4][N:3]=1.[CH3:22][C:23](OC(C)=O)=[O:24]. The catalyst is C1COCC1.O. The product is [C:23]([N:11]1[C:12]([CH:14]2[CH2:15][CH2:16]2)=[CH:13][C:9]([NH:8][C:6]2[C:5]([C:17]([O:19][CH2:20][CH3:21])=[O:18])=[CH:4][N:3]=[C:2]([Br:1])[N:7]=2)=[N:10]1)(=[O:24])[CH3:22]. The yield is 0.830. (7) The reactants are [O:1]1[CH:5]=[C:4]([C:6]([OH:8])=O)[N:3]=[CH:2]1.[NH2:9][C@H:10]([CH3:26])[CH2:11][N:12]1[CH:16]=[CH:15][C:14]([C:17]2[CH:24]=[CH:23][C:20]([C:21]#[N:22])=[C:19]([Cl:25])[CH:18]=2)=[N:13]1. No catalyst specified. The product is [Cl:25][C:19]1[CH:18]=[C:17]([C:14]2[CH:15]=[CH:16][N:12]([CH2:11][C@H:10]([NH:9][C:6]([C:4]3[N:3]=[CH:2][O:1][CH:5]=3)=[O:8])[CH3:26])[N:13]=2)[CH:24]=[CH:23][C:20]=1[C:21]#[N:22]. The yield is 0.455. (8) The reactants are [CH2:1]([NH:8][C:9]1[C:19]2[CH2:18][CH2:17][N:16](C([O:22][C:23]([CH3:26])(C)C)=O)[CH2:15][CH2:14][C:13]=2[CH:12]=[CH:11][C:10]=1[Cl:27])[C:2]1[CH:7]=[CH:6][CH:5]=[CH:4][CH:3]=1.C=[O:29].[C:30]([BH3-])#N.[Na+].[C:34]([OH:37])(=[O:36])[CH3:35]. The catalyst is C(#N)C.CO.O. The product is [C:23]([OH:22])(=[O:29])[CH2:26][CH2:35][C:34]([OH:37])=[O:36].[Cl:27][C:10]1[CH:11]=[CH:12][C:13]2[CH2:14][CH2:15][NH:16][CH2:17][CH2:18][C:19]=2[C:9]=1[N:8]([CH2:1][C:2]1[CH:3]=[CH:4][CH:5]=[CH:6][CH:7]=1)[CH3:30]. The yield is 0.950. (9) The reactants are F[C:2]1([CH:10]=[C:9]([F:11])[C:8]([N+:12]([O-:14])=[O:13])=[CH:7][CH2:6]1)[C:3]([OH:5])=O.[NH2:15][CH:16]1[CH2:21][CH2:20][N:19]([CH3:22])[CH2:18][CH2:17]1.CN(C(ON1N=NC2C=CC=NC1=2)=[N+](C)C)C.[F:40][P-](F)(F)(F)(F)F.CCN(C(C)C)C(C)C. The catalyst is CN(C=O)C. The product is [F:40][C:6]1[CH:7]=[C:8]([N+:12]([O-:14])=[O:13])[C:9]([F:11])=[CH:10][C:2]=1[C:3]([NH:15][CH:16]1[CH2:21][CH2:20][N:19]([CH3:22])[CH2:18][CH2:17]1)=[O:5]. The yield is 0.430.